From a dataset of Full USPTO retrosynthesis dataset with 1.9M reactions from patents (1976-2016). Predict the reactants needed to synthesize the given product. (1) Given the product [N:1]12[CH2:6][CH2:5][CH:4]([CH2:7][CH2:8]1)[CH:3]([O:9][C:10]1[CH:11]=[CH:12][C:13]([C:16]3[CH:21]=[CH:20][C:19]([NH:22][CH3:23])=[CH:18][CH:17]=3)=[CH:14][CH:15]=1)[CH2:2]2, predict the reactants needed to synthesize it. The reactants are: [N:1]12[CH2:8][CH2:7][CH:4]([CH2:5][CH2:6]1)[CH:3]([O:9][C:10]1[CH:15]=[CH:14][C:13]([C:16]3[CH:21]=[CH:20][C:19]([N:22](CC4C=CC=CC=4)[CH3:23])=[CH:18][CH:17]=3)=[CH:12][CH:11]=1)[CH2:2]2. (2) The reactants are: [C:1]([O:5][C:6]([N:8]1[CH2:14][CH2:13][C:12]2[CH:15]=[C:16]([NH:19][S:20]([C:23]3[S:24][C:25](Br)=[CH:26][CH:27]=3)(=[O:22])=[O:21])[CH:17]=[CH:18][C:11]=2[CH2:10][CH2:9]1)=[O:7])([CH3:4])([CH3:3])[CH3:2].[Cl:29][C:30]1[CH:35]=[CH:34][C:33](B(O)O)=[CH:32][CH:31]=1.[C:39]([O-])([O-])=[O:40].[K+].[K+].C(O)C. Given the product [C:1]([O:5][C:6]([N:8]1[CH2:14][CH2:13][C:12]2[CH:15]=[C:16]([NH:19][S:20]([C:23]3[S:24][C:25]([C:33]4[CH:34]=[CH:35][C:30]([Cl:29])=[CH:31][CH:32]=4)=[CH:26][CH:27]=3)(=[O:22])=[O:21])[C:17]([O:40][CH3:39])=[CH:18][C:11]=2[CH2:10][CH2:9]1)=[O:7])([CH3:4])([CH3:3])[CH3:2], predict the reactants needed to synthesize it. (3) Given the product [OH:1][CH2:2][C:3]1([CH2:6][C:7]([O:9][CH2:10][CH3:11])=[O:8])[CH2:5][CH2:4]1, predict the reactants needed to synthesize it. The reactants are: [OH:1][CH2:2][C:3]1([CH2:6][C:7]([OH:9])=[O:8])[CH2:5][CH2:4]1.[CH2:10](O)[CH3:11]. (4) The reactants are: [N+:1]([C:4]1[CH:5]=[C:6]2[C:11](=[CH:12][CH:13]=1)[NH:10][C:9](=O)[NH:8][C:7]2=O)([O-:3])=[O:2].CN1CCN(C)C1=O.P(Cl)(Cl)([Cl:26])=O.[CH2:29]([NH2:33])[CH2:30][CH2:31][CH3:32]. Given the product [CH2:29]([NH:33][C:7]1[C:6]2[C:11](=[CH:12][CH:13]=[C:4]([N+:1]([O-:3])=[O:2])[CH:5]=2)[N:10]=[C:9]([Cl:26])[N:8]=1)[CH2:30][CH2:31][CH3:32], predict the reactants needed to synthesize it.